This data is from Reaction yield outcomes from USPTO patents with 853,638 reactions. The task is: Predict the reaction yield, written as a fraction of the theoretical maximum amount of product (1.0 means a 100% yield; for example, 0.34 means a 34% yield). The reactants are CCCCCC.C([Li])CCC.Br[C:13]1[C:22]2[C:17](=[CH:18][CH:19]=[CH:20][CH:21]=2)[CH:16]=[C:15]([CH2:23][C:24]2[S:28][C:27]3[CH:29]=[CH:30][C:31]([F:33])=[CH:32][C:26]=3[CH:25]=2)[CH:14]=1.[CH2:34]([O:41][CH:42]1[CH:47]([O:48][CH2:49][C:50]2[CH:55]=[CH:54][CH:53]=[CH:52][CH:51]=2)[CH:46]([O:56][CH2:57][C:58]2[CH:63]=[CH:62][CH:61]=[CH:60][CH:59]=2)[CH:45]([CH2:64][O:65][CH2:66][C:67]2[CH:72]=[CH:71][CH:70]=[CH:69][CH:68]=2)[O:44][C:43]1=[O:73])[C:35]1[CH:40]=[CH:39][CH:38]=[CH:37][CH:36]=1.[Cl-].[NH4+]. The catalyst is C1COCC1. The product is [CH2:34]([O:41][C@@H:42]1[C@@H:47]([O:48][CH2:49][C:50]2[CH:55]=[CH:54][CH:53]=[CH:52][CH:51]=2)[C@@H:46]([O:56][CH2:57][C:58]2[CH:59]=[CH:60][CH:61]=[CH:62][CH:63]=2)[C@@H:45]([CH2:64][O:65][CH2:66][C:67]2[CH:68]=[CH:69][CH:70]=[CH:71][CH:72]=2)[O:44][C:43]1([C:13]1[C:22]2[C:17](=[CH:18][CH:19]=[CH:20][CH:21]=2)[CH:16]=[C:15]([CH2:23][C:24]2[S:28][C:27]3[CH:29]=[CH:30][C:31]([F:33])=[CH:32][C:26]=3[CH:25]=2)[CH:14]=1)[OH:73])[C:35]1[CH:40]=[CH:39][CH:38]=[CH:37][CH:36]=1. The yield is 0.660.